From a dataset of Full USPTO retrosynthesis dataset with 1.9M reactions from patents (1976-2016). Predict the reactants needed to synthesize the given product. (1) Given the product [NH2:15][CH:13]1[CH2:14][N:11]([C:9]2[C:10]3[C:2]([Br:1])=[C:3]([CH2:36][CH3:37])[NH:4][C:5]=3[N:6]=[C:7]([NH:23][C:24]3[CH:25]=[C:26]4[N:32]=[N:31][N:30]([CH:33]([CH3:35])[CH3:34])[C:27]4=[N:28][CH:29]=3)[N:8]=2)[CH2:12]1, predict the reactants needed to synthesize it. The reactants are: [Br:1][C:2]1[C:10]2[C:9]([N:11]3[CH2:14][CH:13]([NH:15]C(=O)OC(C)(C)C)[CH2:12]3)=[N:8][C:7]([NH:23][C:24]3[CH:25]=[C:26]4[N:32]=[N:31][N:30]([CH:33]([CH3:35])[CH3:34])[C:27]4=[N:28][CH:29]=3)=[N:6][C:5]=2[NH:4][C:3]=1[CH2:36][CH3:37]. (2) Given the product [C:1]([O:5][C:6]([N:8]1[CH2:13][C@H:12]([CH2:14][Cl:50])[N:11]([CH2:16][C:17]([N:19]2[C:27]3[CH:26]=[C:25]([CH2:28][C:29]4[CH:34]=[CH:33][CH:32]=[CH:31][C:30]=4[F:35])[N:24]=[CH:23][C:22]=3[C:21]([CH3:37])([CH3:36])[CH2:20]2)=[O:18])[CH2:10][C@H:9]1[CH3:38])=[O:7])([CH3:4])([CH3:3])[CH3:2], predict the reactants needed to synthesize it. The reactants are: [C:1]([O:5][C:6]([N:8]1[CH2:13][C@H:12]([CH2:14]O)[N:11]([CH2:16][C:17]([N:19]2[C:27]3[CH:26]=[C:25]([CH2:28][C:29]4[CH:34]=[CH:33][CH:32]=[CH:31][C:30]=4[F:35])[N:24]=[CH:23][C:22]=3[C:21]([CH3:37])([CH3:36])[CH2:20]2)=[O:18])[CH2:10][C@H:9]1[CH3:38])=[O:7])([CH3:4])([CH3:3])[CH3:2].C(N(CC)CC)C.CS([Cl:50])(=O)=O. (3) The reactants are: [F:1][C:2]1[CH:9]=[CH:8][C:7]([CH2:10][CH2:11]O)=[CH:6][C:3]=1[C:4]#[N:5].C(N(CC)CC)C.CS(Cl)(=O)=O.[Li+].[Br-:26]. Given the product [Br:26][CH2:11][CH2:10][C:7]1[CH:8]=[CH:9][C:2]([F:1])=[C:3]([CH:6]=1)[C:4]#[N:5], predict the reactants needed to synthesize it. (4) Given the product [NH2:1][C:4]1[CH:5]=[C:6]([C:10]2[CH:19]=[N:18][CH:17]=[CH:16][C:11]=2[C:12]([O:14][CH3:15])=[O:13])[CH:7]=[CH:8][CH:9]=1, predict the reactants needed to synthesize it. The reactants are: [N+:1]([C:4]1[CH:5]=[C:6]([C:10]2[CH:19]=[N:18][CH:17]=[CH:16][C:11]=2[C:12]([O:14][CH3:15])=[O:13])[CH:7]=[CH:8][CH:9]=1)([O-])=O.CO.C([O-])=O.[NH4+]. (5) Given the product [CH3:5][O:6][C:7]1[CH:8]=[C:9]([CH:15]([OH:16])[C:1]([Cl:4])([Cl:3])[Cl:2])[CH:10]=[C:11]([CH:13]([OH:14])[C:1]([Cl:4])([Cl:3])[Cl:2])[CH:12]=1, predict the reactants needed to synthesize it. The reactants are: [CH:1]([Cl:4])([Cl:3])[Cl:2].[CH3:5][O:6][C:7]1[CH:8]=[C:9]([CH:15]=[O:16])[CH:10]=[C:11]([CH:13]=[O:14])[CH:12]=1.[OH-].[K+]. (6) Given the product [NH2:12][C:9]1[CH:10]=[CH:11][C:2]([O:1][CH3:22])=[C:3]([CH:8]=1)[C:4]([O:6][CH3:7])=[O:5], predict the reactants needed to synthesize it. The reactants are: [OH:1][C:2]1[CH:11]=[CH:10][C:9]([N+:12]([O-])=O)=[CH:8][C:3]=1[C:4]([O:6][CH3:7])=[O:5].[O-]S([O-])(=O)=O.[Na+].[Na+].[CH3:22]O. (7) Given the product [N:11]([C:2]1[CH:7]=[CH:6][N:5]=[C:4]2[NH:8][CH:9]=[CH:10][C:3]=12)=[N+:12]=[N-:13], predict the reactants needed to synthesize it. The reactants are: Cl[C:2]1[CH:7]=[CH:6][N:5]=[C:4]2[NH:8][CH:9]=[CH:10][C:3]=12.[N-:11]=[N+:12]=[N-:13].[Na+].[Cl-].[NH4+].